Dataset: NCI-60 drug combinations with 297,098 pairs across 59 cell lines. Task: Regression. Given two drug SMILES strings and cell line genomic features, predict the synergy score measuring deviation from expected non-interaction effect. (1) Drug 1: CC1C(C(=O)NC(C(=O)N2CCCC2C(=O)N(CC(=O)N(C(C(=O)O1)C(C)C)C)C)C(C)C)NC(=O)C3=C4C(=C(C=C3)C)OC5=C(C(=O)C(=C(C5=N4)C(=O)NC6C(OC(=O)C(N(C(=O)CN(C(=O)C7CCCN7C(=O)C(NC6=O)C(C)C)C)C)C(C)C)C)N)C. Drug 2: CS(=O)(=O)CCNCC1=CC=C(O1)C2=CC3=C(C=C2)N=CN=C3NC4=CC(=C(C=C4)OCC5=CC(=CC=C5)F)Cl. Cell line: A549. Synergy scores: CSS=9.45, Synergy_ZIP=6.34, Synergy_Bliss=10.5, Synergy_Loewe=4.06, Synergy_HSA=4.60. (2) Drug 1: C1=CC=C(C(=C1)C(C2=CC=C(C=C2)Cl)C(Cl)Cl)Cl. Drug 2: C1CN(CCN1C(=O)CCBr)C(=O)CCBr. Cell line: ACHN. Synergy scores: CSS=54.8, Synergy_ZIP=-1.24, Synergy_Bliss=-0.648, Synergy_Loewe=-11.0, Synergy_HSA=-1.44. (3) Drug 1: C1=CC(=C2C(=C1NCCNCCO)C(=O)C3=C(C=CC(=C3C2=O)O)O)NCCNCCO. Drug 2: CS(=O)(=O)CCNCC1=CC=C(O1)C2=CC3=C(C=C2)N=CN=C3NC4=CC(=C(C=C4)OCC5=CC(=CC=C5)F)Cl. Cell line: MDA-MB-231. Synergy scores: CSS=32.1, Synergy_ZIP=4.75, Synergy_Bliss=4.43, Synergy_Loewe=-19.4, Synergy_HSA=2.16.